This data is from Forward reaction prediction with 1.9M reactions from USPTO patents (1976-2016). The task is: Predict the product of the given reaction. (1) Given the reactants [F:1][C:2]([F:12])([F:11])[C:3]1[CH:10]=[CH:9][C:6]([CH:7]=O)=[CH:5][CH:4]=1.[C:13]12([NH2:23])[CH2:22][CH:17]3[CH2:18][CH:19]([CH2:21][CH:15]([CH2:16]3)[CH2:14]1)[CH2:20]2, predict the reaction product. The product is: [C:13]12([NH:23][CH2:7][C:6]3[CH:9]=[CH:10][C:3]([C:2]([F:12])([F:11])[F:1])=[CH:4][CH:5]=3)[CH2:20][CH:19]3[CH2:18][CH:17]([CH2:16][CH:15]([CH2:21]3)[CH2:14]1)[CH2:22]2. (2) Given the reactants CN([CH:4]=[O:5])C.P(Cl)(Cl)(Cl)=O.[F:11][C:12]1[CH:20]=[CH:19][CH:18]=[C:17]2[C:13]=1[CH:14]=[CH:15][NH:16]2.C(=O)(O)[O-].[Na+], predict the reaction product. The product is: [F:11][C:12]1[CH:20]=[CH:19][CH:18]=[C:17]2[C:13]=1[C:14]([CH:4]=[O:5])=[CH:15][NH:16]2.